From a dataset of Forward reaction prediction with 1.9M reactions from USPTO patents (1976-2016). Predict the product of the given reaction. (1) Given the reactants [Br:1][C:2]1[CH:3]=[C:4]([Si:9]([C:22]2[CH:27]=[CH:26][CH:25]=[CH:24][CH:23]=2)([C:16]2[CH:21]=[CH:20][CH:19]=[CH:18][CH:17]=2)[C:10]2[CH:15]=[CH:14][CH:13]=[CH:12][CH:11]=2)[CH:5]=[C:6](Br)[CH:7]=1.CC1(C)C(C)(C)OB([C:36]2[CH:37]=[C:38]([N:42]3[C:54]4[CH:53]=[CH:52][CH:51]=[CH:50][C:49]=4[C:48]4[C:43]3=[CH:44][CH:45]=[CH:46][CH:47]=4)[CH:39]=[CH:40][CH:41]=2)O1.C([O-])([O-])=O.[K+].[K+], predict the reaction product. The product is: [Br:1][C:2]1[CH:7]=[C:6]([C:40]2[CH:41]=[CH:36][CH:37]=[C:38]([N:42]3[C:43]4[CH:44]=[CH:45][CH:46]=[CH:47][C:48]=4[C:49]4[C:54]3=[CH:53][CH:52]=[CH:51][CH:50]=4)[CH:39]=2)[CH:5]=[C:4]([Si:9]([C:10]2[CH:15]=[CH:14][CH:13]=[CH:12][CH:11]=2)([C:16]2[CH:21]=[CH:20][CH:19]=[CH:18][CH:17]=2)[C:22]2[CH:27]=[CH:26][CH:25]=[CH:24][CH:23]=2)[CH:3]=1. (2) Given the reactants [NH2:1][CH2:2][CH:3]([CH2:7][C:8]([CH3:16])([CH3:15])[CH2:9][CH2:10][CH2:11][CH:12]([CH3:14])[CH3:13])[C:4]([OH:6])=[O:5].NCC(CCCCCC(C)C)C(O)=O.C1(C(OC2C(C(C)(C)C)=CC(C)=CC=2C(C)(C)C)=O)CC1, predict the reaction product. The product is: [NH2:1][CH2:2][CH:3]([CH2:7][C:8]1([CH2:9][CH2:10][CH2:11][CH:12]([CH3:13])[CH3:14])[CH2:15][CH2:16]1)[C:4]([OH:6])=[O:5]. (3) Given the reactants [C:1]1([S:7]([N:10]2[C:14]3=[N:15][CH:16]=[C:17]([C:19]4[C:23]([C:24]5[CH:29]=[CH:28][N:27]=[C:26]([S:30][CH3:31])[N:25]=5)=[CH:22][N:21](C5CCCCO5)[N:20]=4)[CH:18]=[C:13]3[CH:12]=[CH:11]2)(=[O:9])=[O:8])[CH:6]=[CH:5][CH:4]=[CH:3][CH:2]=1.Cl.P([O-])([O-])([O-])=O, predict the reaction product. The product is: [CH3:31][S:30][C:26]1[N:25]=[C:24]([C:23]2[C:19]([C:17]3[CH:18]=[C:13]4[CH:12]=[CH:11][N:10]([S:7]([C:1]5[CH:2]=[CH:3][CH:4]=[CH:5][CH:6]=5)(=[O:8])=[O:9])[C:14]4=[N:15][CH:16]=3)=[N:20][NH:21][CH:22]=2)[CH:29]=[CH:28][N:27]=1. (4) Given the reactants [OH:1][C:2]1[CH:13]=[CH:12][C:5]2[NH:6]C(=O)[O:8][C:9](=O)[C:4]=2[CH:3]=1.[CH3:14][NH2:15], predict the reaction product. The product is: [NH2:6][C:5]1[CH:12]=[CH:13][C:2]([OH:1])=[CH:3][C:4]=1[C:9]([NH:15][CH3:14])=[O:8]. (5) Given the reactants [CH2:1]([NH:8][C:9]([C:11]1[S:15][C:14]([NH:16][C:17](=[O:26])[C:18]2[CH:23]=[CH:22][N:21]=[C:20]([O:24]C)[CH:19]=2)=[N:13][C:12]=1[CH3:27])=[O:10])[C:2]1[CH:7]=[CH:6][CH:5]=[CH:4][CH:3]=1.I[Si](C)(C)C.CO, predict the reaction product. The product is: [CH2:1]([NH:8][C:9]([C:11]1[S:15][C:14]([NH:16][C:17]([C:18]2[CH:23]=[CH:22][NH:21][C:20](=[O:24])[CH:19]=2)=[O:26])=[N:13][C:12]=1[CH3:27])=[O:10])[C:2]1[CH:7]=[CH:6][CH:5]=[CH:4][CH:3]=1.